From a dataset of Forward reaction prediction with 1.9M reactions from USPTO patents (1976-2016). Predict the product of the given reaction. (1) Given the reactants Cl[C:2]1[N:7]=[C:6]([Cl:8])[CH:5]=[C:4]([NH2:9])[N:3]=1.C(N(CC)CC)C.[C:17]([N:20]1[CH2:25][CH2:24][NH:23][CH2:22][CH2:21]1)(=[O:19])[CH3:18], predict the reaction product. The product is: [C:17]([N:20]1[CH2:25][CH2:24][N:23]([C:2]2[N:3]=[C:4]([NH2:9])[CH:5]=[C:6]([Cl:8])[N:7]=2)[CH2:22][CH2:21]1)(=[O:19])[CH3:18]. (2) Given the reactants [F:1][C:2]([F:17])([F:16])[C:3]1[CH:4]=[C:5]([C@@H:13](O)[CH3:14])[CH:6]=[C:7]([C:9]([F:12])([F:11])[F:10])[CH:8]=1.[BrH:18], predict the reaction product. The product is: [Br:18][C@@H:13]([C:5]1[CH:4]=[C:3]([C:2]([F:17])([F:16])[F:1])[CH:8]=[C:7]([C:9]([F:12])([F:11])[F:10])[CH:6]=1)[CH3:14]. (3) Given the reactants [CH2:1]([O:5][C:6]1[N:14]=[C:13]2[C:9]([NH:10][C:11](=[O:24])[N:12]2[CH2:15][C:16]2[CH:21]=[CH:20][C:19]([CH2:22]Cl)=[CH:18][CH:17]=2)=[C:8]([NH2:25])[N:7]=1)[CH2:2]CC.C(N(C(C)C)CC)(C)C.[CH3:35][O:36][C:37]([CH:39]1[CH2:44][CH2:43][NH:42][CH2:41][CH2:40]1)=[O:38].CN([CH:48]=[O:49])C, predict the reaction product. The product is: [CH3:35][O:36][C:37]([CH:39]1[CH2:44][CH2:43][N:42]([CH2:22][C:19]2[CH:18]=[CH:17][C:16]([CH2:15][N:12]3[C:11](=[O:24])[NH:10][C:9]4[C:13]3=[N:14][C:6]([O:5][CH2:1][CH2:2][O:49][CH3:48])=[N:7][C:8]=4[NH2:25])=[CH:21][CH:20]=2)[CH2:41][CH2:40]1)=[O:38].